This data is from Catalyst prediction with 721,799 reactions and 888 catalyst types from USPTO. The task is: Predict which catalyst facilitates the given reaction. (1) Reactant: [OH:1][C:2]1[CH:13]=[CH:12][C:5]2[C:6](=[O:11])[NH:7][CH2:8][CH2:9][O:10][C:4]=2[CH:3]=1.[CH2:14](Br)[C:15]1[CH:20]=[CH:19][CH:18]=[CH:17][CH:16]=1.C(=O)([O-])[O-].[K+].[K+]. The catalyst class is: 173. Product: [C:15]1([CH2:14][O:1][C:2]2[CH:13]=[CH:12][C:5]3[C:6](=[O:11])[NH:7][CH2:8][CH2:9][O:10][C:4]=3[CH:3]=2)[CH:20]=[CH:19][CH:18]=[CH:17][CH:16]=1. (2) Reactant: [Cl-].CS(C)=O.[O:6]([C@H:14]([C@H:22]([O:25][Si:26]([C:29]([CH3:32])([CH3:31])[CH3:30])([CH3:28])[CH3:27])[CH2:23][OH:24])[CH2:15][CH2:16][CH2:17][C:18]([O:20][CH3:21])=[O:19])[Si:7]([C:10]([CH3:13])([CH3:12])[CH3:11])([CH3:9])[CH3:8].C(N(CC)CC)C. Product: [O:6]([C@H:14]([C@@H:22]([O:25][Si:26]([C:29]([CH3:32])([CH3:31])[CH3:30])([CH3:27])[CH3:28])[CH:23]=[O:24])[CH2:15][CH2:16][CH2:17][C:18]([O:20][CH3:21])=[O:19])[Si:7]([C:10]([CH3:11])([CH3:13])[CH3:12])([CH3:9])[CH3:8]. The catalyst class is: 34. (3) Reactant: [NH2:1][C:2]1[C:15]2[C:14](=[O:16])[C:13](=[O:17])[C:12]3[C:7](=[CH:8][CH:9]=[CH:10][CH:11]=3)[C:6]=2[CH:5]=[CH:4][CH:3]=1.C([O-])([O-])=O.[Na+].[Na+].Cl[C:25](=[O:32])[CH2:26][CH2:27][C:28]([O:30][CH3:31])=[O:29]. Product: [CH3:31][O:30][C:28](=[O:29])[CH2:27][CH2:26][C:25]([NH:1][C:2]1[C:15]2[C:14](=[O:16])[C:13](=[O:17])[C:12]3[C:7](=[CH:8][CH:9]=[CH:10][CH:11]=3)[C:6]=2[CH:5]=[CH:4][CH:3]=1)=[O:32]. The catalyst class is: 1. (4) Reactant: [CH:1]([C:3]1[CH:10]=[CH:9][C:6]([C:7]#[N:8])=[CH:5][CH:4]=1)=O.[CH3:11][C:12](=[O:17])[CH2:13][C:14](=[O:16])[CH3:15].C(O)(=O)C.N1CCCCC1. Product: [C:14]([C:13]([C:12](=[O:17])[CH3:11])=[CH:1][C:3]1[CH:10]=[CH:9][C:6]([C:7]#[N:8])=[CH:5][CH:4]=1)(=[O:16])[CH3:15]. The catalyst class is: 4. (5) The catalyst class is: 182. Reactant: [CH:1]([C:4]1[CH:5]=[CH:6][C:7]([O:22][CH3:23])=[C:8]([C:10]2[CH:15]=[CH:14][C:13]([C:16]([F:19])([F:18])[F:17])=[CH:12][C:11]=2[CH2:20][NH2:21])[CH:9]=1)([CH3:3])[CH3:2].[F:24][C:25]([F:39])([F:38])[C:26]1[CH:27]=[C:28]([CH:31]=[C:32]([C:34]([F:37])([F:36])[F:35])[CH:33]=1)[CH2:29]Br.C[Si]([N-][Si](C)(C)C)(C)C.[K+].O. Product: [F:24][C:25]([F:38])([F:39])[C:26]1[CH:27]=[C:28]([CH:31]=[C:32]([C:34]([F:37])([F:35])[F:36])[CH:33]=1)[CH2:29][NH:21][CH2:20][C:11]1[CH:12]=[C:13]([C:16]([F:17])([F:18])[F:19])[CH:14]=[CH:15][C:10]=1[C:8]1[CH:9]=[C:4]([CH:1]([CH3:3])[CH3:2])[CH:5]=[CH:6][C:7]=1[O:22][CH3:23]. (6) Reactant: C([O:3][C:4]([C:6]1[N:7]([CH3:15])[N:8]=[C:9]([C:11]([CH3:14])([CH3:13])[CH3:12])[CH:10]=1)=[O:5])C.O.[OH-].[Na+]. Product: [C:11]([C:9]1[CH:10]=[C:6]([C:4]([OH:5])=[O:3])[N:7]([CH3:15])[N:8]=1)([CH3:14])([CH3:12])[CH3:13]. The catalyst class is: 5. (7) Reactant: [S:1]1[CH:5]=[CH:4][CH:3]=[C:2]1[S:6](Cl)(=[O:8])=[O:7].[NH3:10].Cl. Product: [S:1]1[CH:5]=[CH:4][CH:3]=[C:2]1[S:6]([NH2:10])(=[O:8])=[O:7]. The catalyst class is: 1. (8) The catalyst class is: 7. Product: [C:1]([O:5][C:6]([NH:8][CH2:9][C@H:10]1[CH2:15][CH2:14][C@H:13]([C:16]([NH:18][C@H:19]([C:37](=[O:50])[NH:38][C:39]2[CH:44]=[CH:43][C:42]([C:45]3[N:46]=[N:47][NH:48][N:49]=3)=[CH:41][CH:40]=2)[CH2:20][C:21]2[CH:26]=[CH:25][C:24]([C:27]3[CH:32]=[CH:31][C:30]([C:33]([NH:51][CH:52]4[CH2:53][CH2:54][N:55]([C:58]([O:60][C:61]([CH3:64])([CH3:63])[CH3:62])=[O:59])[CH2:56][CH2:57]4)=[O:34])=[CH:29][C:28]=3[CH3:36])=[CH:23][CH:22]=2)=[O:17])[CH2:12][CH2:11]1)=[O:7])([CH3:4])([CH3:2])[CH3:3]. Reactant: [C:1]([O:5][C:6]([NH:8][CH2:9][C@H:10]1[CH2:15][CH2:14][C@H:13]([C:16]([NH:18][C@H:19]([C:37](=[O:50])[NH:38][C:39]2[CH:44]=[CH:43][C:42]([C:45]3[N:46]=[N:47][NH:48][N:49]=3)=[CH:41][CH:40]=2)[CH2:20][C:21]2[CH:26]=[CH:25][C:24]([C:27]3[CH:32]=[CH:31][C:30]([C:33](O)=[O:34])=[CH:29][C:28]=3[CH3:36])=[CH:23][CH:22]=2)=[O:17])[CH2:12][CH2:11]1)=[O:7])([CH3:4])([CH3:3])[CH3:2].[NH2:51][CH:52]1[CH2:57][CH2:56][N:55]([C:58]([O:60][C:61]([CH3:64])([CH3:63])[CH3:62])=[O:59])[CH2:54][CH2:53]1.F[P-](F)(F)(F)(F)F.CN(C(ON1C2=NC=CC=C2N=N1)=[N+](C)C)C.C(N(CC)C(C)C)(C)C. (9) Reactant: [Cl:1][C:2]1[CH:3]=[C:4]([CH:7]=[CH:8][C:9]=1[NH2:10])[CH2:5][NH2:6].[I:11]Cl. Product: [Cl:1][C:2]1[CH:3]=[C:4]([CH:7]=[C:8]([I:11])[C:9]=1[NH2:10])[CH2:5][NH2:6]. The catalyst class is: 5. (10) Reactant: [F:1][C:2]1[CH:7]=[CH:6][C:5]([N:8]2[CH2:17][CH2:16][C:15]3[C:10](=[CH:11][CH:12]=[C:13]([O:18][CH2:19][C:20]4[CH:25]=[CH:24][CH:23]=[CH:22][CH:21]=4)[CH:14]=3)[CH:9]2[CH2:26][C:27]2[CH:32]=[CH:31][C:30](/[CH:33]=[CH:34]/[C:35](O)=[O:36])=[CH:29][CH:28]=2)=[CH:4][CH:3]=1.Cl.[CH2:39]([O:46][NH2:47])[C:40]1[CH:45]=[CH:44][CH:43]=[CH:42][CH:41]=1. Product: [F:1][C:2]1[CH:3]=[CH:4][C:5]([N:8]2[CH2:17][CH2:16][C:15]3[C:10](=[CH:11][CH:12]=[C:13]([O:18][CH2:19][C:20]4[CH:25]=[CH:24][CH:23]=[CH:22][CH:21]=4)[CH:14]=3)[CH:9]2[CH2:26][C:27]2[CH:28]=[CH:29][C:30](/[CH:33]=[CH:34]/[C:35]([NH:47][O:46][CH2:39][C:40]3[CH:45]=[CH:44][CH:43]=[CH:42][CH:41]=3)=[O:36])=[CH:31][CH:32]=2)=[CH:6][CH:7]=1. The catalyst class is: 142.